Dataset: Forward reaction prediction with 1.9M reactions from USPTO patents (1976-2016). Task: Predict the product of the given reaction. (1) Given the reactants Cl[C:2]1[N:7]=[N:6][C:5]([NH:8][CH2:9][C:10]2[CH:15]=[CH:14][C:13]([O:16][CH3:17])=[CH:12][C:11]=2[O:18][CH3:19])=[CH:4][CH:3]=1.C([O-])=O.[NH4+], predict the reaction product. The product is: [CH3:19][O:18][C:11]1[CH:12]=[C:13]([O:16][CH3:17])[CH:14]=[CH:15][C:10]=1[CH2:9][NH:8][C:5]1[N:6]=[N:7][CH:2]=[CH:3][CH:4]=1. (2) The product is: [CH:16]1[C:17]2[C:22](=[CH:21][CH:20]=[CH:19][CH:18]=2)[CH:23]=[CH:24][C:15]=1[C:7]1[CH:8]=[N:31][O:25][C:6]=1[C:5]1[CH:4]=[C:3]([CH2:1][CH3:2])[C:12]([O:13][CH3:14])=[CH:11][C:10]=1[OH:9]. Given the reactants [CH2:1]([C:3]1[CH:4]=[C:5]2[C:10](=[CH:11][C:12]=1[O:13][CH3:14])[O:9][CH:8]=[C:7]([C:15]1[CH:24]=[CH:23][C:22]3[C:17](=[CH:18][CH:19]=[CH:20][CH:21]=3)[CH:16]=1)[C:6]2=[O:25])[CH3:2].Cl.NO.C([N:31](CC)CC)C, predict the reaction product. (3) Given the reactants [I:1][C:2]1[CH:10]=[CH:9][C:5]([C:6](Cl)=[O:7])=[CH:4][CH:3]=1.IC1C=CC(C(O)=O)=CC=1.S(Cl)(Cl)=O.[CH2:25]([C:29]1[O:30][C:31]2[CH:37]=[CH:36][C:35]([NH:38][S:39]([CH3:42])(=[O:41])=[O:40])=[CH:34][C:32]=2[CH:33]=1)[CH2:26][CH2:27][CH3:28], predict the reaction product. The product is: [CH2:25]([C:29]1[O:30][C:31]2[CH:37]=[CH:36][C:35]([NH:38][S:39]([CH3:42])(=[O:40])=[O:41])=[CH:34][C:32]=2[C:33]=1[C:6](=[O:7])[C:5]1[CH:9]=[CH:10][C:2]([I:1])=[CH:3][CH:4]=1)[CH2:26][CH2:27][CH3:28]. (4) Given the reactants [Cl:1][C:2]1[C:7](B2OC(C)(C)C(C)(C)O2)=[CH:6][C:5]([NH:17][C:18](=[O:33])[C:19]2[CH:24]=[CH:23][C:22]([O:25][CH2:26][C:27]3[CH:32]=[CH:31][CH:30]=[CH:29][N:28]=3)=[CH:21][CH:20]=2)=[C:4]([CH3:34])[CH:3]=1.Br[C:36]1[N:37]([CH3:41])[CH:38]=[CH:39][N:40]=1.CC([O-])=O.[K+], predict the reaction product. The product is: [Cl:1][C:2]1[C:7]([C:36]2[N:37]([CH3:41])[CH:38]=[CH:39][N:40]=2)=[CH:6][C:5]([NH:17][C:18](=[O:33])[C:19]2[CH:24]=[CH:23][C:22]([O:25][CH2:26][C:27]3[CH:32]=[CH:31][CH:30]=[CH:29][N:28]=3)=[CH:21][CH:20]=2)=[C:4]([CH3:34])[CH:3]=1. (5) Given the reactants Cl.Cl.[C:3]1([CH:9]([NH2:19])[C:10]2[NH:18][C:13]3=[CH:14][N:15]=[CH:16][CH:17]=[C:12]3[CH:11]=2)[CH:8]=[CH:7][CH:6]=[CH:5][CH:4]=1.C(N(CC)C(C)C)(C)C.[C:29](O)(=[O:36])[C:30]1[CH:35]=[CH:34][CH:33]=[N:32][CH:31]=1.Cl.C(N=C=NCCCN(C)C)C, predict the reaction product. The product is: [C:3]1([CH:9]([C:10]2[NH:18][C:13]3=[CH:14][N:15]=[CH:16][CH:17]=[C:12]3[CH:11]=2)[NH:19][C:29](=[O:36])[C:30]2[CH:35]=[CH:34][CH:33]=[N:32][CH:31]=2)[CH:8]=[CH:7][CH:6]=[CH:5][CH:4]=1. (6) Given the reactants [Cl:1][C:2]1[CH:3]=[CH:4][C:5]([C:25]#[N:26])=[C:6]([C:8]2[C:13]([O:14][CH3:15])=[CH:12][N:11]([CH2:16][C:17]([O:19][C:20]([CH3:23])([CH3:22])[CH3:21])=[O:18])[C:10](=[O:24])[CH:9]=2)[CH:7]=1.FC(F)(F)S(O[CH2:33][CH2:34][O:35][CH3:36])(=O)=O.[Cl-].[NH4+], predict the reaction product. The product is: [Cl:1][C:2]1[CH:3]=[CH:4][C:5]([C:25]#[N:26])=[C:6]([C:8]2[C:13]([O:14][CH3:15])=[CH:12][N:11]([CH:16]([CH2:33][CH2:34][O:35][CH3:36])[C:17]([O:19][C:20]([CH3:21])([CH3:22])[CH3:23])=[O:18])[C:10](=[O:24])[CH:9]=2)[CH:7]=1.